This data is from Forward reaction prediction with 1.9M reactions from USPTO patents (1976-2016). The task is: Predict the product of the given reaction. (1) Given the reactants [C:1]([O:5][C:6](=[O:8])[CH3:7])([CH3:4])([CH3:3])[CH3:2].[CH2:9]([C:11]([C:29]1[S:33][C:32]([S:34]([NH2:37])(=[O:36])=[O:35])=[C:31]([CH3:38])[CH:30]=1)([C:14]1[CH:19]=[CH:18][C:17]([O:20][CH2:21][CH:22]([OH:27])[C:23]([CH3:26])([CH3:25])[CH3:24])=[C:16]([CH3:28])[CH:15]=1)[CH2:12][CH3:13])[CH3:10].[Cr](O[Cr]([O-])(=O)=O)([O-])(=O)=O.[NH+]1C=CC=CC=1.[NH+]1C=CC=CC=1.CC(OC(C)=O)=O, predict the reaction product. The product is: [C:1]([O:5][C:6](=[O:8])[CH3:7])([CH3:4])([CH3:3])[CH3:2].[CH3:26][C:23]([CH3:24])([CH3:25])[C:22](=[O:27])[CH2:21][O:20][C:17]1[CH:18]=[CH:19][C:14]([C:11]([C:29]2[S:33][C:32]([S:34]([NH2:37])(=[O:36])=[O:35])=[C:31]([CH3:38])[CH:30]=2)([CH2:9][CH3:10])[CH2:12][CH3:13])=[CH:15][C:16]=1[CH3:28]. (2) Given the reactants CC1(C)[O:6][CH:5]([CH2:7][O:8][NH:9][C:10]([C:12]2[C:20]([NH:21][C:22]3[CH:27]=[CH:26][C:25]([Br:28])=[CH:24][C:23]=3[Cl:29])=[C:19]([F:30])[C:15]3[N:16]=[N:17][S:18][C:14]=3[CH:13]=2)=[O:11])[CH2:4][O:3]1.Cl.C(=O)(O)[O-].[Na+], predict the reaction product. The product is: [OH:6][CH:5]([CH2:4][OH:3])[CH2:7][O:8][NH:9][C:10]([C:12]1[C:20]([NH:21][C:22]2[CH:27]=[CH:26][C:25]([Br:28])=[CH:24][C:23]=2[Cl:29])=[C:19]([F:30])[C:15]2[N:16]=[N:17][S:18][C:14]=2[CH:13]=1)=[O:11]. (3) The product is: [CH3:9][O:8][C:7]1[CH:6]=[CH:5][C:4]([NH:10][C:11]2[S:12][CH:15]=[C:16]([CH3:17])[N:13]=2)=[CH:3][C:2]=1[OH:1]. Given the reactants [OH:1][C:2]1[CH:3]=[C:4]([NH:10][C:11]([NH2:13])=[S:12])[CH:5]=[CH:6][C:7]=1[O:8][CH3:9].Br[CH2:15][C:16](=O)[CH3:17], predict the reaction product. (4) Given the reactants Cl[C:2]1[N:6]([CH3:7])[C:5]2[CH:8]=[CH:9][CH:10]=[CH:11][C:4]=2[N:3]=1.[CH2:12]([N:14]1[C:22]2[C:17](=[N:18][CH:19]=[CH:20][CH:21]=2)[N:16]([C:23]2[CH:28]=[CH:27][C:26]([OH:29])=[CH:25][CH:24]=2)[C:15]1=[O:30])[CH3:13].[H-].[Na+], predict the reaction product. The product is: [CH2:12]([N:14]1[C:22]2[C:17](=[N:18][CH:19]=[CH:20][CH:21]=2)[N:16]([C:23]2[CH:24]=[CH:25][C:26]([O:29][C:2]3[N:6]([CH3:7])[C:5]4[CH:8]=[CH:9][CH:10]=[CH:11][C:4]=4[N:3]=3)=[CH:27][CH:28]=2)[C:15]1=[O:30])[CH3:13]. (5) Given the reactants [F:1][C:2]1[CH:3]=[CH:4][C:5]([O:33][CH3:34])=[C:6]([C:8]2[CH:13]=[CH:12][N:11]=[C:10]3[NH:14][C:15]([CH:17]4[CH2:22][CH2:21][N:20]([C:23]5[S:24][C:25]([C:28]([O:30]CC)=[O:29])=[CH:26][N:27]=5)[CH2:19][CH2:18]4)=[CH:16][C:9]=23)[CH:7]=1.[OH-].[Li+], predict the reaction product. The product is: [F:1][C:2]1[CH:3]=[CH:4][C:5]([O:33][CH3:34])=[C:6]([C:8]2[CH:13]=[CH:12][N:11]=[C:10]3[NH:14][C:15]([CH:17]4[CH2:22][CH2:21][N:20]([C:23]5[S:24][C:25]([C:28]([OH:30])=[O:29])=[CH:26][N:27]=5)[CH2:19][CH2:18]4)=[CH:16][C:9]=23)[CH:7]=1. (6) Given the reactants COC1C=C(OC)C=CC=1C[N:6](CC1C=CC(OC)=CC=1OC)[C:7]1[N:12]=[C:11]([S:13][CH2:14][CH3:15])[N:10]([C:16]2[CH:21]=[CH:20][C:19]([O:22][CH2:23][C:24]([F:27])([F:26])[F:25])=[CH:18][CH:17]=2)[C:9](=[O:28])[CH:8]=1.C1(OC)C=CC=CC=1.FC(F)(F)C(O)=O, predict the reaction product. The product is: [NH2:6][C:7]1[N:12]=[C:11]([S:13][CH2:14][CH3:15])[N:10]([C:16]2[CH:17]=[CH:18][C:19]([O:22][CH2:23][C:24]([F:26])([F:27])[F:25])=[CH:20][CH:21]=2)[C:9](=[O:28])[CH:8]=1. (7) Given the reactants Cl[C:2]1[CH:7]=[C:6]([C:8]2[NH:17][C:11]3[N:12]=[CH:13][NH:14][C:15](=[O:16])[C:10]=3[CH:9]=2)[CH:5]=[CH:4][N:3]=1.[N:18]1([C:24](=[O:43])[CH2:25][C:26]2[CH:31]=[CH:30][C:29](/[CH:32]=[CH:33]/B3OC(C)(C)C(C)(C)O3)=[CH:28][CH:27]=2)[CH2:23][CH2:22][O:21][CH2:20][CH2:19]1, predict the reaction product. The product is: [N:18]1([C:24](=[O:43])[CH2:25][C:26]2[CH:31]=[CH:30][C:29](/[CH:32]=[CH:33]/[C:2]3[CH:7]=[C:6]([C:8]4[NH:17][C:11]5[N:12]=[CH:13][NH:14][C:15](=[O:16])[C:10]=5[CH:9]=4)[CH:5]=[CH:4][N:3]=3)=[CH:28][CH:27]=2)[CH2:23][CH2:22][O:21][CH2:20][CH2:19]1. (8) Given the reactants [H-].[Na+].[O:3]1[C:7]2[CH:8]=[CH:9][C:10]([C:12]3[C:13]([O:31][CH2:32][CH2:33][OH:34])=[N:14][NH:15][C:16]=3[NH:17][S:18]([C:21]3[CH:26]=[CH:25][C:24]([C:27]([CH3:30])([CH3:29])[CH3:28])=[CH:23][CH:22]=3)(=[O:20])=[O:19])=[CH:11][C:6]=2[O:5][CH2:4]1.Cl[C:36]1[N:41]=[CH:40][C:39]([S:42]([CH3:45])(=[O:44])=[O:43])=[CH:38][N:37]=1.Cl, predict the reaction product. The product is: [O:3]1[C:7]2[CH:8]=[CH:9][C:10]([C:12]3[C:13]([O:31][CH2:32][CH2:33][O:34][C:36]4[N:41]=[CH:40][C:39]([S:42]([CH3:45])(=[O:44])=[O:43])=[CH:38][N:37]=4)=[N:14][NH:15][C:16]=3[NH:17][S:18]([C:21]3[CH:26]=[CH:25][C:24]([C:27]([CH3:30])([CH3:28])[CH3:29])=[CH:23][CH:22]=3)(=[O:20])=[O:19])=[CH:11][C:6]=2[O:5][CH2:4]1. (9) The product is: [C:18]([O:21][C:22]([NH:24][CH2:25][C:26]([NH:11][C@H:10]([C:12]([O:14][CH2:15][CH3:16])=[O:13])[CH2:9][C:8]1[C:3]([O:2][CH3:1])=[N:4][CH:5]=[CH:6][CH:7]=1)=[O:27])=[O:23])([CH3:20])([CH3:19])[CH3:17]. Given the reactants [CH3:1][O:2][C:3]1[C:8]([CH2:9][C@@H:10]([C:12]([O:14][CH2:15][CH3:16])=[O:13])[NH2:11])=[CH:7][CH:6]=[CH:5][N:4]=1.[CH3:17][C:18]([O:21][C:22]([NH:24][CH2:25][C:26](O)=[O:27])=[O:23])([CH3:20])[CH3:19].CN(C(ON1N=NC2C=CC=NC1=2)=[N+](C)C)C.F[P-](F)(F)(F)(F)F.C(N(CC)C(C)C)(C)C, predict the reaction product.